From a dataset of Full USPTO retrosynthesis dataset with 1.9M reactions from patents (1976-2016). Predict the reactants needed to synthesize the given product. (1) Given the product [Cl:1][C:2]1[CH:3]=[CH:4][C:5]([C:6]([N:8]2[CH2:14][C:13]3[CH:15]=[CH:16][C:17]([OH:19])=[CH:18][C:12]=3[N:11]([CH2:21][C:22]3[CH:27]=[CH:26][C:25]([C:28]([N:30]4[CH2:31][CH:32]=[CH:33][CH2:34]4)=[O:29])=[CH:24][CH:23]=3)[C:10](=[O:35])[CH2:9]2)=[O:7])=[CH:36][CH:37]=1, predict the reactants needed to synthesize it. The reactants are: [Cl:1][C:2]1[CH:37]=[CH:36][C:5]([C:6]([N:8]2[CH2:14][C:13]3[CH:15]=[CH:16][C:17]([O:19]C)=[CH:18][C:12]=3[N:11]([CH2:21][C:22]3[CH:27]=[CH:26][C:25]([C:28]([N:30]4[CH2:34][CH:33]=[CH:32][CH2:31]4)=[O:29])=[CH:24][CH:23]=3)[C:10](=[O:35])[CH2:9]2)=[O:7])=[CH:4][CH:3]=1.[Br-].[Br-].[Br-].B. (2) Given the product [CH3:40][N:37]([CH3:38])[CH2:36][CH2:35][N:34]1[CH2:19][C:14]2[CH:15]=[CH:16][CH:17]=[CH:18][C:13]=2[C:12]2=[C:8]([C@H:3]3[CH2:4][CH2:5][CH2:6][CH2:7][C@@H:2]3[F:1])[C:9]3[S:28][C:27]([C:29]([O:31][CH3:32])=[O:30])=[CH:26][C:10]=3[N:11]2[CH2:21][C:22]1=[O:23], predict the reactants needed to synthesize it. The reactants are: [F:1][CH:2]1[CH2:7][CH2:6][CH2:5][CH2:4][CH:3]1[C:8]1[C:9]2[S:28][C:27]([C:29]([O:31][CH3:32])=[O:30])=[CH:26][C:10]=2[N:11]([CH2:21][C:22](OC)=[O:23])[C:12]=1[C:13]1[CH:18]=[CH:17][CH:16]=[CH:15][C:14]=1[CH:19]=O.C[NH:34][CH2:35][CH2:36][NH:37][CH3:38].[BH3-][C:40]#N.[Na+].CCOC(C)=O. (3) Given the product [CH2:1]([C:3]1[CH:4]=[C:5]([C:21]([OH:23])=[O:22])[C:6](=[O:20])[NH:7][C:8]=1[C:9]1[CH:10]=[C:11]2[C:16](=[CH:17][CH:18]=1)[N:15]([CH3:19])[CH2:14][CH2:13][CH2:12]2)[CH3:2], predict the reactants needed to synthesize it. The reactants are: [CH2:1]([C:3]1[CH:4]=[C:5]([C:21]([O:23]C)=[O:22])[C:6](=[O:20])[NH:7][C:8]=1[C:9]1[CH:10]=[C:11]2[C:16](=[CH:17][CH:18]=1)[N:15]([CH3:19])[CH2:14][CH2:13][CH2:12]2)[CH3:2].O[Li].O. (4) The reactants are: [CH3:1][C:2]1([CH3:21])[CH:6]([C:7]2[CH:12]=[CH:11][CH:10]=[CH:9][CH:8]=2)[C:5]2[C:13]([CH3:20])=[C:14]([NH2:19])[C:15]([CH3:18])=[C:16]([CH3:17])[C:4]=2[O:3]1.[F:22][C:23]1[CH:31]=[CH:30][C:26]([C:27](Cl)=[O:28])=[CH:25][CH:24]=1. Given the product [F:22][C:23]1[CH:31]=[CH:30][C:26]([C:27]([NH:19][C:14]2[C:15]([CH3:18])=[C:16]([CH3:17])[C:4]3[O:3][C:2]([CH3:21])([CH3:1])[CH:6]([C:7]4[CH:8]=[CH:9][CH:10]=[CH:11][CH:12]=4)[C:5]=3[C:13]=2[CH3:20])=[O:28])=[CH:25][CH:24]=1, predict the reactants needed to synthesize it.